From a dataset of Rat liver microsome stability data. Regression/Classification. Given a drug SMILES string, predict its absorption, distribution, metabolism, or excretion properties. Task type varies by dataset: regression for continuous measurements (e.g., permeability, clearance, half-life) or binary classification for categorical outcomes (e.g., BBB penetration, CYP inhibition). Dataset: rlm. (1) The molecule is COc1cc(C(=O)c2c[nH]c(-c3c[nH]c4ccccc34)n2)cc2c1OC=CO2. The result is 0 (unstable in rat liver microsomes). (2) The compound is O=C(CCCCn1c(=O)[nH]c2ccsc2c1=O)N1CCN(c2cccc(Cl)c2)CC1. The result is 1 (stable in rat liver microsomes). (3) The compound is CC(C)c1noc(CN2CCC(O[C@H]3CC[C@H](Oc4cnc(S(C)(=O)=O)cn4)CC3)CC2)n1. The result is 0 (unstable in rat liver microsomes). (4) The result is 1 (stable in rat liver microsomes). The molecule is CCOc1cc(NC(=O)C2(NC(=O)c3ccc4c(C5CCCC5)c(-c5ncc(Cl)cn5)n(C)c4c3)CCC2)ccc1C=CC(=O)OCC(=O)N(C)C(C)C.